This data is from hERG Central: cardiac toxicity at 1µM, 10µM, and general inhibition. The task is: Predict hERG channel inhibition at various concentrations. (1) Results: hERG_inhib (hERG inhibition (general)): blocker. The drug is O=C(N/N=C/c1cccnc1)c1ccccc1OCc1ccc(Br)cc1. (2) The molecule is Cc1cc(-c2nnc3n2N=C(c2ccc(F)cc2)CS3)n[nH]1. Results: hERG_inhib (hERG inhibition (general)): blocker. (3) The drug is Cc1occc1-c1nnc(SCC(=O)Nc2ccccc2)n1CCc1ccccc1. Results: hERG_inhib (hERG inhibition (general)): blocker. (4) The drug is CCN(CC(=O)NCc1ccc(Cl)cc1)C(=O)CCC(=O)c1ccc(F)cc1. Results: hERG_inhib (hERG inhibition (general)): blocker. (5) The molecule is N#CC1(NC(=O)CSc2nc3ccc([N+](=O)[O-])cc3s2)CCCCC1. Results: hERG_inhib (hERG inhibition (general)): blocker. (6) The compound is CC(/C=N/NC(=O)c1nn(C)c(C)c1Br)=C\c1ccccc1. Results: hERG_inhib (hERG inhibition (general)): blocker. (7) The compound is CCOC(=O)c1ccc(NC2c3ccccc3C(=O)N2c2cccnc2)cc1. Results: hERG_inhib (hERG inhibition (general)): blocker.